From a dataset of Full USPTO retrosynthesis dataset with 1.9M reactions from patents (1976-2016). Predict the reactants needed to synthesize the given product. (1) The reactants are: C(OC(=O)C)(=[O:3])C.[C:8]([C:10]1[C:14]([CH3:15])=[C:13]([CH3:16])[O:12][C:11]=1[NH:17][C:18](=O)[C:19]([O:21][CH2:22][CH3:23])=[O:20])#[N:9]. Given the product [CH3:15][C:14]1[C:10]2[C:8](=[O:3])[NH:9][C:18]([C:19]([O:21][CH2:22][CH3:23])=[O:20])=[N:17][C:11]=2[O:12][C:13]=1[CH3:16], predict the reactants needed to synthesize it. (2) The reactants are: [NH2:1][C:2]1[CH:10]=[CH:9][C:5]([C:6]([OH:8])=[O:7])=[CH:4][CH:3]=1.CCN(C(C)C)C(C)C.C([Si](C)(C)Cl)(C)(C)C.[Cl-].[CH3:29][O:30][C:31](=[O:41])[C:32]1[CH:40]=[CH:39][C:35]([C:36](O)=[O:37])=[CH:34][CH:33]=1.CCCC[N+](CCCC)(CCCC)CCCC.[F-]. Given the product [CH3:29][O:30][C:31]([C:32]1[CH:40]=[CH:39][C:35]([C:36]([NH:1][C:2]2[CH:10]=[CH:9][C:5]([C:6]([OH:8])=[O:7])=[CH:4][CH:3]=2)=[O:37])=[CH:34][CH:33]=1)=[O:41], predict the reactants needed to synthesize it.